Predict the reactants needed to synthesize the given product. From a dataset of Full USPTO retrosynthesis dataset with 1.9M reactions from patents (1976-2016). (1) Given the product [F:28][C:27]([F:29])([F:30])[C:26]([C:23]1[CH:22]=[CH:21][C:20]([B:10]2[O:11][C:12]([CH3:17])([CH3:18])[C:13]([CH3:15])([CH3:16])[O:14]2)=[CH:25][CH:24]=1)([OH:35])[C:31]([F:32])([F:34])[F:33], predict the reactants needed to synthesize it. The reactants are: [B:10]1([B:10]2[O:14][C:13]([CH3:16])([CH3:15])[C:12]([CH3:18])([CH3:17])[O:11]2)[O:14][C:13]([CH3:16])([CH3:15])[C:12]([CH3:18])([CH3:17])[O:11]1.Br[C:20]1[CH:25]=[CH:24][C:23]([C:26]([OH:35])([C:31]([F:34])([F:33])[F:32])[C:27]([F:30])([F:29])[F:28])=[CH:22][CH:21]=1.C([O-])(=O)C.[K+].O1CCOCC1. (2) Given the product [CH2:1]([O:3][C:4]([C@@H:6]1[CH2:15][C@@H:14]2[C@@H:9]([CH2:10][CH2:11][C@H:12]([O:16][C:17]3[CH:22]=[C:21]([N:23]4[CH:27]=[CH:26][CH:25]=[N:24]4)[CH:20]=[CH:19][C:18]=3[C:28]3[N:37]=[N:38][NH:39][N:29]=3)[CH2:13]2)[CH2:8][N:7]1[C:30]([O:32][C:33]([CH3:35])([CH3:34])[CH3:36])=[O:31])=[O:5])[CH3:2], predict the reactants needed to synthesize it. The reactants are: [CH2:1]([O:3][C:4]([C@@H:6]1[CH2:15][C@@H:14]2[C@@H:9]([CH2:10][CH2:11][C@H:12]([O:16][C:17]3[CH:22]=[C:21]([N:23]4[CH:27]=[CH:26][CH:25]=[N:24]4)[CH:20]=[CH:19][C:18]=3[C:28]#[N:29])[CH2:13]2)[CH2:8][N:7]1[C:30]([O:32][C:33]([CH3:36])([CH3:35])[CH3:34])=[O:31])=[O:5])[CH3:2].[N:37]([Sn](CCCC)(CCCC)CCCC)=[N+:38]=[N-:39].C1(C)C=CC=CC=1. (3) Given the product [F:19][C:15]1[CH:14]=[C:13]([O:12][CH2:11][C:9]2[N:10]=[C:5]3[N:4]=[CH:3][C:2]([C:24]4[CH:25]=[CH:26][C:21]([F:20])=[CH:22][C:23]=4[C:30]([F:31])([F:33])[F:32])=[CH:7][N:6]3[CH:8]=2)[CH:18]=[CH:17][N:16]=1, predict the reactants needed to synthesize it. The reactants are: Br[C:2]1[CH:3]=[N:4][C:5]2[N:6]([CH:8]=[C:9]([CH2:11][O:12][C:13]3[CH:18]=[CH:17][N:16]=[C:15]([F:19])[CH:14]=3)[N:10]=2)[CH:7]=1.[F:20][C:21]1[CH:26]=[CH:25][C:24](B(O)O)=[C:23]([C:30]([F:33])([F:32])[F:31])[CH:22]=1. (4) The reactants are: [CH:1]1([CH2:7][N:8]2[C:13](=[O:14])[C:12]([C:15]([NH:17][CH2:18][C:19]([O:21]CC)=[O:20])=[O:16])=[C:11]([OH:24])[C:10]([C:25]([O:27]C)=O)=[C:9]2[OH:29])[CH2:6][CH2:5][CH2:4][CH2:3][CH2:2]1.[CH:30]1([CH2:33][NH2:34])[CH2:32][CH2:31]1.Cl. Given the product [CH:1]1([CH2:7][N:8]2[C:9]([OH:29])=[C:10]([C:25]([NH:34][CH2:33][CH:30]3[CH2:32][CH2:31]3)=[O:27])[C:11]([OH:24])=[C:12]([C:15]([NH:17][CH2:18][C:19]([OH:21])=[O:20])=[O:16])[C:13]2=[O:14])[CH2:2][CH2:3][CH2:4][CH2:5][CH2:6]1, predict the reactants needed to synthesize it. (5) Given the product [CH:17]([S:14]([C:11]1[CH:10]=[CH:9][C:8]([C:5]2[N:4]=[C:3]([C:20]3[O:24][C:23]([C:25]4[CH:26]=[CH:27][C:28]([CH:31]([NH:39][CH3:37])[CH3:32])=[CH:29][CH:30]=4)=[N:22][N:21]=3)[C:2]([NH2:1])=[N:7][CH:6]=2)=[CH:13][CH:12]=1)(=[O:16])=[O:15])([CH3:18])[CH3:19], predict the reactants needed to synthesize it. The reactants are: [NH2:1][C:2]1[C:3]([C:20]2[O:24][C:23]([C:25]3[CH:30]=[CH:29][C:28]([C:31](=O)[CH3:32])=[CH:27][CH:26]=3)=[N:22][N:21]=2)=[N:4][C:5]([C:8]2[CH:13]=[CH:12][C:11]([S:14]([CH:17]([CH3:19])[CH3:18])(=[O:16])=[O:15])=[CH:10][CH:9]=2)=[CH:6][N:7]=1.Cl.CN.[CH2:37]([N:39](CC)CC)C.[BH4-].[Na+].